This data is from Catalyst prediction with 721,799 reactions and 888 catalyst types from USPTO. The task is: Predict which catalyst facilitates the given reaction. (1) Reactant: [BH4-].[Li+].[C:3]([C:5]1[CH:14]=[CH:13][C:8]([C:9](OC)=[O:10])=[CH:7][C:6]=1[CH3:15])#[N:4]. Product: [OH:10][CH2:9][C:8]1[CH:13]=[CH:14][C:5]([C:3]#[N:4])=[C:6]([CH3:15])[CH:7]=1. The catalyst class is: 20. (2) Reactant: [O:1]1[CH2:6][CH:5]=[C:4]([C:7]2[N:12]=[C:11]([C:13]3[CH:18]=[CH:17][C:16]([NH:19]C(=O)OC(C)(C)C)=[CH:15][CH:14]=3)[N:10]=[C:9]3[N:27]([CH2:30][C:31]([F:34])([F:33])[F:32])[N:28]=[CH:29][C:8]=23)[CH2:3][CH2:2]1.FC(F)(F)C(O)=O. Product: [O:1]1[CH2:2][CH:3]=[C:4]([C:7]2[N:12]=[C:11]([C:13]3[CH:14]=[CH:15][C:16]([NH2:19])=[CH:17][CH:18]=3)[N:10]=[C:9]3[N:27]([CH2:30][C:31]([F:34])([F:33])[F:32])[N:28]=[CH:29][C:8]=23)[CH2:5][CH2:6]1. The catalyst class is: 4. (3) Reactant: [NH:1]1[CH2:5][CH2:4][CH2:3][C:2]1=[O:6].[C:7](O[C:7]([O:9][C:10]([CH3:13])([CH3:12])[CH3:11])=[O:8])([O:9][C:10]([CH3:13])([CH3:12])[CH3:11])=[O:8]. Product: [C:10]([O:9][C:7]([N:1]1[CH2:5][CH2:4][CH2:3][C:2]1=[O:6])=[O:8])([CH3:13])([CH3:12])[CH3:11]. The catalyst class is: 599. (4) Reactant: [CH3:1][N:2]([C:27]1[CH:32]=[CH:31][CH:30]=[CH:29][CH:28]=1)[C:3]([CH2:5][CH2:6][CH2:7][CH2:8][S:9][C:10]1[N:14]([CH2:15][C:16]([O:18]C(C)(C)C)=[O:17])[C:13]2[CH:23]=[CH:24][CH:25]=[CH:26][C:12]=2[N:11]=1)=[O:4]. Product: [CH3:1][N:2]([C:27]1[CH:32]=[CH:31][CH:30]=[CH:29][CH:28]=1)[C:3]([CH2:5][CH2:6][CH2:7][CH2:8][S:9][C:10]1[N:14]([CH2:15][C:16]([OH:18])=[O:17])[C:13]2[CH:23]=[CH:24][CH:25]=[CH:26][C:12]=2[N:11]=1)=[O:4]. The catalyst class is: 631. (5) Reactant: B(Br)(Br)Br.C([O:12][C@H:13]1[CH2:17][N:16](C(OC(C)(C)C)=O)[C@@H:15]([C@@H:25]([OH:54])[C@@H:26]([NH:34][C:35](=[O:53])[C:36]2[CH:41]=[CH:40][CH:39]=[C:38]([C:42](=[O:52])[N:43]([CH3:51])[CH2:44][C:45]3[S:46][CH:47]=[C:48]([CH3:50])[N:49]=3)[CH:37]=2)[CH2:27][C:28]2[CH:33]=[CH:32][CH:31]=[CH:30][CH:29]=2)[CH2:14]1)C1C=CC=CC=1. Product: [OH:54][C@H:25]([C@H:15]1[CH2:14][C@@H:13]([OH:12])[CH2:17][NH:16]1)[C@@H:26]([NH:34][C:35](=[O:53])[C:36]1[CH:41]=[CH:40][CH:39]=[C:38]([C:42]([N:43]([CH3:51])[CH2:44][C:45]2[S:46][CH:47]=[C:48]([CH3:50])[N:49]=2)=[O:52])[CH:37]=1)[CH2:27][C:28]1[CH:33]=[CH:32][CH:31]=[CH:30][CH:29]=1. The catalyst class is: 2. (6) Reactant: [CH3:1][O:2][C:3]([C@H:5]1[C@H:10]([C:11]2[CH:16]=[C:15]([F:17])[C:14]([F:18])=[CH:13][C:12]=2[F:19])[CH2:9][C:8](=[O:20])[NH:7][CH2:6]1)=[O:4].[CH3:21][O:22][C:23]1[CH:38]=[CH:37][C:26]([CH:27](O)[C:28]2[CH:33]=[CH:32][C:31]([O:34][CH3:35])=[CH:30][CH:29]=2)=[CH:25][CH:24]=1.S(=O)(=O)(O)O. Product: [CH3:1][O:2][C:3]([C@H:5]1[C@H:10]([C:11]2[CH:16]=[C:15]([F:17])[C:14]([F:18])=[CH:13][C:12]=2[F:19])[CH2:9][C:8](=[O:20])[N:7]([CH:27]([C:26]2[CH:37]=[CH:38][C:23]([O:22][CH3:21])=[CH:24][CH:25]=2)[C:28]2[CH:29]=[CH:30][C:31]([O:34][CH3:35])=[CH:32][CH:33]=2)[CH2:6]1)=[O:4]. The catalyst class is: 15. (7) Reactant: Br[C:2]1[S:6][CH:5]=[N:4][C:3]=1[C:7]([O:9]C)=O.Cl.N[C:13]1[C:18]([C:19]([O:21][CH3:22])=[O:20])=[CH:17][CH:16]=[CH:15][C:14]=1B(O)O.C([O-])(=O)C.[Na+].O.C[N:33](C=O)C. Product: [O:9]=[C:7]1[C:3]2[N:4]=[CH:5][S:6][C:2]=2[C:15]2[CH:16]=[CH:17][C:18]([C:19]([O:21][CH3:22])=[O:20])=[CH:13][C:14]=2[NH:33]1. The catalyst class is: 140. (8) Reactant: C(O)(C(F)(F)F)=O.[CH2:8]([O:28][CH:29]([CH2:54][CH3:55])[C:30]([NH:32][C@@H:33]([CH2:50][CH:51]([CH3:53])[CH3:52])[C:34]([O:36][C:37]1[CH:49]=[CH:48][CH:47]=[CH:46][C:38]=1[C:39]([O:41]C(C)(C)C)=[O:40])=[O:35])=[O:31])[CH2:9][CH2:10][CH2:11]/[CH:12]=[CH:13]\[CH2:14]/[CH:15]=[CH:16]\[CH2:17]/[CH:18]=[CH:19]\[CH2:20]/[CH:21]=[CH:22]\[CH2:23]/[CH:24]=[CH:25]\[CH2:26][CH3:27].C1(C)C=CC=CC=1. Product: [CH2:8]([O:28][CH:29]([CH2:54][CH3:55])[C:30]([NH:32][C@@H:33]([CH2:50][CH:51]([CH3:53])[CH3:52])[C:34]([O:36][C:37]1[CH:49]=[CH:48][CH:47]=[CH:46][C:38]=1[C:39]([OH:41])=[O:40])=[O:35])=[O:31])[CH2:9][CH2:10][CH2:11]/[CH:12]=[CH:13]\[CH2:14]/[CH:15]=[CH:16]\[CH2:17]/[CH:18]=[CH:19]\[CH2:20]/[CH:21]=[CH:22]\[CH2:23]/[CH:24]=[CH:25]\[CH2:26][CH3:27]. The catalyst class is: 2.